This data is from Full USPTO retrosynthesis dataset with 1.9M reactions from patents (1976-2016). The task is: Predict the reactants needed to synthesize the given product. (1) Given the product [CH2:7]([O:9][C:10](=[O:27])[C:11]1[CH:16]=[CH:15][C:14]([O:17][C:18]2[CH:23]=[CH:22][C:21]([C:24]#[N:25])=[CH:20][CH:19]=2)=[N:13][C:12]=1[O:37][C:34]1[CH:35]=[CH:36][C:31]([O:30][C:29]([F:28])([F:38])[F:39])=[CH:32][CH:33]=1)[CH3:8], predict the reactants needed to synthesize it. The reactants are: C(=O)([O-])[O-].[K+].[K+].[CH2:7]([O:9][C:10](=[O:27])[C:11]1[CH:16]=[CH:15][C:14]([O:17][C:18]2[CH:23]=[CH:22][C:21]([C:24]#[N:25])=[CH:20][CH:19]=2)=[N:13][C:12]=1Cl)[CH3:8].[F:28][C:29]([F:39])([F:38])[O:30][C:31]1[CH:36]=[CH:35][C:34]([OH:37])=[CH:33][CH:32]=1. (2) The reactants are: [CH3:1][C:2]1[CH:3]=[C:4]([NH:18][C:19]2[N:24]=[C:23]([C:25]([F:28])([F:27])[F:26])[CH:22]=[CH:21][N:20]=2)[CH:5]=[C:6]([C:8]2[S:12][C:11]([C:13]3[CH:14]=[N:15][NH:16][CH:17]=3)=[N:10][CH:9]=2)[CH:7]=1.[H-].[Na+].Br[CH2:32][CH2:33][OH:34]. Given the product [CH3:1][C:2]1[CH:7]=[C:6]([C:8]2[S:12][C:11]([C:13]3[CH:17]=[N:16][N:15]([CH2:32][CH2:33][OH:34])[CH:14]=3)=[N:10][CH:9]=2)[CH:5]=[C:4]([NH:18][C:19]2[N:24]=[C:23]([C:25]([F:28])([F:26])[F:27])[CH:22]=[CH:21][N:20]=2)[CH:3]=1, predict the reactants needed to synthesize it. (3) Given the product [Br:13][C:14]1[CH:15]=[CH:16][C:17](/[C:20](/[CH3:25])=[CH:21]/[CH2:22][OH:23])=[CH:18][CH:19]=1, predict the reactants needed to synthesize it. The reactants are: C1N=CN(C(N2C=NC=C2)=O)C=1.[Br:13][C:14]1[CH:19]=[CH:18][C:17](/[C:20](/[CH3:25])=[CH:21]/[C:22](O)=[O:23])=[CH:16][CH:15]=1.[BH4-].[Na+].OS([O-])(=O)=O.[K+]. (4) Given the product [CH3:1][C:2]1([CH3:40])[CH2:7][CH2:6][C:5]([C:8]2[CH:13]=[C:12]([CH2:14][CH2:15][S:16](=[O:21])(=[O:20])[N:17]([CH3:19])[CH3:18])[CH:11]=[CH:10][C:9]=2[NH:22][C:23]([C:25]2[NH:26][CH:27]=[C:28]([C:30]#[N:31])[N:29]=2)=[O:24])=[CH:4][CH2:3]1, predict the reactants needed to synthesize it. The reactants are: [CH3:1][C:2]1([CH3:40])[CH2:7][CH2:6][C:5]([C:8]2[CH:13]=[C:12]([CH2:14][CH2:15][S:16](=[O:21])(=[O:20])[N:17]([CH3:19])[CH3:18])[CH:11]=[CH:10][C:9]=2[NH:22][C:23]([C:25]2[N:26](COCC[Si](C)(C)C)[CH:27]=[C:28]([C:30]#[N:31])[N:29]=2)=[O:24])=[CH:4][CH2:3]1.CCO.C(O)(C(F)(F)F)=O.CO. (5) Given the product [C:1]([O:5][C:6](=[O:19])[C:7]([CH3:9])([S:10][C:11]1[S:12][CH:13]=[C:14]([CH2:16][CH2:17][O:18][S:28]([CH3:27])(=[O:30])=[O:29])[N:15]=1)[CH3:8])([CH3:2])([CH3:4])[CH3:3], predict the reactants needed to synthesize it. The reactants are: [C:1]([O:5][C:6](=[O:19])[C:7]([S:10][C:11]1[S:12][CH:13]=[C:14]([CH2:16][CH2:17][OH:18])[N:15]=1)([CH3:9])[CH3:8])([CH3:4])([CH3:3])[CH3:2].C(N(CC)CC)C.[CH3:27][S:28](Cl)(=[O:30])=[O:29].O. (6) Given the product [CH3:23][C:13]1([CH3:24])[C:12]2[CH:11]=[C:10]3[C:5]4[C:4]([NH:1][C:22]3=[CH:21][C:20]=2[C:19]2[CH:18]=[CH:17][CH:16]=[CH:15][C:14]1=2)=[CH:9][CH:8]=[CH:7][CH:6]=4, predict the reactants needed to synthesize it. The reactants are: [N+:1]([C:4]1[CH:9]=[CH:8][CH:7]=[CH:6][C:5]=1[C:10]1[CH:22]=[CH:21][C:20]2[C:19]3[C:14](=[CH:15][CH:16]=[CH:17][CH:18]=3)[C:13]([CH3:24])([CH3:23])[C:12]=2[CH:11]=1)([O-])=O.P(OCC)(OCC)OCC. (7) Given the product [CH:14]([C@H:5]1[CH2:4][O:3][C:2]([CH3:18])([CH3:1])[N:6]1[C:7]([O:9][C:10]([CH3:13])([CH3:12])[CH3:11])=[O:8])=[O:15], predict the reactants needed to synthesize it. The reactants are: [CH3:1][C:2]1([CH3:18])[N:6]([C:7]([O:9][C:10]([CH3:13])([CH3:12])[CH3:11])=[O:8])[C@@H:5]([C:14](OC)=[O:15])[CH2:4][O:3]1.[H-].C([Al+]CC(C)C)C(C)C.CCCCCC.